Dataset: Forward reaction prediction with 1.9M reactions from USPTO patents (1976-2016). Task: Predict the product of the given reaction. (1) Given the reactants [Br:1][C:2]1[CH:11]=[C:10]2[C:5]([CH:6]=[C:7]([OH:12])[N:8]=[CH:9]2)=[CH:4][CH:3]=1.[C:13]([O:17][C:18](=[O:27])[C:19]1[CH:24]=[CH:23][C:22]([CH2:25]Br)=[CH:21][CH:20]=1)([CH3:16])([CH3:15])[CH3:14].C(=O)([O-])[O-].[Cs+].[Cs+], predict the reaction product. The product is: [C:13]([O:17][C:18](=[O:27])[C:19]1[CH:20]=[CH:21][C:22]([CH2:25][N:8]2[C:7](=[O:12])[CH:6]=[C:5]3[C:10]([CH:11]=[C:2]([Br:1])[CH:3]=[CH:4]3)=[CH:9]2)=[CH:23][CH:24]=1)([CH3:16])([CH3:15])[CH3:14]. (2) Given the reactants Br[C:2]1[C:3]2[N:19]=[C:18]([N:20]3[CH2:25][CH2:24][O:23][C@@H:22]4[CH2:26][CH2:27][CH2:28][C@@H:21]34)[N:17]([CH2:29][C@H:30]3[CH2:35][CH2:34][C@H:33]([CH3:36])[CH2:32][CH2:31]3)[C:4]=2[C:5]([C:10]2[CH:11]=[N:12][CH:13]=[C:14]([Cl:16])[CH:15]=2)=[N:6][C:7]=1[C:8]#[N:9].[CH3:37]B1OB(C)OB(C)O1.[O-]P([O-])([O-])=O.[K+].[K+].[K+].O1CCOCC1, predict the reaction product. The product is: [Cl:16][C:14]1[CH:15]=[C:10]([C:5]2[C:4]3[N:17]([CH2:29][C@H:30]4[CH2:31][CH2:32][C@H:33]([CH3:36])[CH2:34][CH2:35]4)[C:18]([N:20]4[CH2:25][CH2:24][O:23][C@@H:22]5[CH2:26][CH2:27][CH2:28][C@@H:21]45)=[N:19][C:3]=3[C:2]([CH3:37])=[C:7]([C:8]#[N:9])[N:6]=2)[CH:11]=[N:12][CH:13]=1. (3) Given the reactants CO.[F:3][C:4]1[CH:9]=[CH:8][C:7]([C@H:10]([N:12]2[CH2:21][C:20]3[C:15](=[CH:16][C:17]4[N:24](C(C5C=CC=CC=5)(C5C=CC=CC=5)C5C=CC=CC=5)[N:23]=[C:22]([C:44]5[CH:49]=[CH:48][N:47]=[C:46]([CH3:50])[CH:45]=5)[C:18]=4[CH:19]=3)[NH:14][C:13]2=[O:51])[CH3:11])=[CH:6][CH:5]=1, predict the reaction product. The product is: [F:3][C:4]1[CH:9]=[CH:8][C:7]([C@H:10]([N:12]2[CH2:21][C:20]3[C:15](=[CH:16][C:17]4[NH:24][N:23]=[C:22]([C:44]5[CH:49]=[CH:48][N:47]=[C:46]([CH3:50])[CH:45]=5)[C:18]=4[CH:19]=3)[NH:14][C:13]2=[O:51])[CH3:11])=[CH:6][CH:5]=1. (4) Given the reactants [OH:1][C:2]12[CH2:11][CH:6]3[CH2:7][CH:8]([CH2:10][C:4]([C:12]([OH:14])=[O:13])([CH2:5]3)[CH2:3]1)[CH2:9]2.C([O-])([O-])=O.[K+].[K+].I[CH2:22][CH3:23].[O:24]1[CH:29]=[CH:28][CH2:27][CH2:26][CH2:25]1.C1(C)C=CC(S([O-])(=O)=O)=CC=1.[NH+]1C=CC=CC=1, predict the reaction product. The product is: [CH2:22]([O:13][C:12]([C:4]12[CH2:10][CH:8]3[CH2:7][CH:6]([CH2:11][C:2]([O:1][CH:29]4[CH2:28][CH2:27][CH2:26][CH2:25][O:24]4)([CH2:9]3)[CH2:3]1)[CH2:5]2)=[O:14])[CH3:23]. (5) Given the reactants Cl[C:2]1[N:3]=[C:4]([N:21]2[CH2:26][CH2:25][O:24][CH2:23][CH2:22]2)[C:5]2[S:10][C:9]([CH2:11][N:12]([CH3:20])[S:13]([CH2:16][CH2:17][CH2:18][Cl:19])(=[O:15])=[O:14])=[CH:8][C:6]=2[N:7]=1.[NH:27]1[C:35]2[C:30](=[CH:31][CH:32]=[CH:33][CH:34]=2)[CH:29]=[C:28]1B(O)O, predict the reaction product. The product is: [NH:27]1[C:35]2[C:30](=[C:31]([C:2]3[N:3]=[C:4]([N:21]4[CH2:26][CH2:25][O:24][CH2:23][CH2:22]4)[C:5]4[S:10][C:9]([CH2:11][N:12]([CH3:20])[S:13]([CH2:16][CH2:17][CH2:18][Cl:19])(=[O:14])=[O:15])=[CH:8][C:6]=4[N:7]=3)[CH:32]=[CH:33][CH:34]=2)[CH:29]=[CH:28]1. (6) The product is: [Cl:22][C:13]1[CH:14]=[CH:15][C:16]([C:18]([F:21])([F:20])[F:19])=[CH:17][C:12]=1[C:11]([NH:10][C@H:7]1[CH2:8][CH2:9][C@H:4]([CH:1]([NH:24][C:25]2[CH:30]=[CH:29][CH:28]=[CH:27][CH:26]=2)[CH3:2])[CH2:5][CH2:6]1)=[O:23]. Given the reactants [C:1]([C@H:4]1[CH2:9][CH2:8][C@H:7]([NH:10][C:11](=[O:23])[C:12]2[CH:17]=[C:16]([C:18]([F:21])([F:20])[F:19])[CH:15]=[CH:14][C:13]=2[Cl:22])[CH2:6][CH2:5]1)(=O)[CH3:2].[NH2:24][C:25]1[CH:30]=[CH:29][CH:28]=[CH:27][CH:26]=1.CN(C=O)C.Cl[SiH](Cl)Cl, predict the reaction product. (7) Given the reactants [Cl:1][C:2]1[CH:26]=[CH:25][C:5]2[NH:6][C:7]3[CH:24]=[CH:23][CH:22]=[CH:21][C:8]=3[N:9]=[C:10]([N:11]3[CH2:16][CH2:15][NH:14][C@@H:13]([CH2:17][CH2:18][O:19][CH3:20])[CH2:12]3)[C:4]=2[CH:3]=1.C=O.[C:29](O[BH-](OC(=O)C)OC(=O)C)(=O)C.[Na+].C(=O)(O)[O-].[Na+], predict the reaction product. The product is: [ClH:1].[ClH:1].[Cl:1][C:2]1[CH:26]=[CH:25][C:5]2[NH:6][C:7]3[CH:24]=[CH:23][CH:22]=[CH:21][C:8]=3[N:9]=[C:10]([N:11]3[CH2:16][CH2:15][N:14]([CH3:29])[C@@H:13]([CH2:17][CH2:18][O:19][CH3:20])[CH2:12]3)[C:4]=2[CH:3]=1. (8) Given the reactants [NH2:1][C:2]1[C:3]2[CH2:14][N:13]([C:15]([O:17][C:18]([CH3:21])([CH3:20])[CH3:19])=[O:16])[C:12]([CH3:23])([CH3:22])[C:4]=2[N:5](C(OCC)=O)[N:6]=1.[Li+].[OH-], predict the reaction product. The product is: [NH2:1][C:2]1[C:3]2[CH2:14][N:13]([C:15]([O:17][C:18]([CH3:21])([CH3:20])[CH3:19])=[O:16])[C:12]([CH3:23])([CH3:22])[C:4]=2[NH:5][N:6]=1.